Dataset: Forward reaction prediction with 1.9M reactions from USPTO patents (1976-2016). Task: Predict the product of the given reaction. (1) Given the reactants [CH2:1]([O:8][C:9]1[CH:14]=[CH:13][CH:12]=[CH:11][C:10]=1[C:15](=O)[CH3:16])[C:2]1[CH:7]=[CH:6][CH:5]=[CH:4][CH:3]=1.[CH:18]([CH:20]1[CH2:25][CH2:24][CH2:23][N:22]([C:26]([O:28][C:29]([CH3:32])([CH3:31])[CH3:30])=[O:27])[CH2:21]1)=O.[C:33](#[N:37])[CH2:34][C:35]#[N:36].C([O-])(=O)C.[NH4+:42], predict the reaction product. The product is: [NH2:36][C:35]1[C:34]([C:33]#[N:37])=[C:18]([CH:20]2[CH2:25][CH2:24][CH2:23][N:22]([C:26]([O:28][C:29]([CH3:32])([CH3:31])[CH3:30])=[O:27])[CH2:21]2)[CH:16]=[C:15]([C:10]2[CH:11]=[CH:12][CH:13]=[CH:14][C:9]=2[O:8][CH2:1][C:2]2[CH:7]=[CH:6][CH:5]=[CH:4][CH:3]=2)[N:42]=1. (2) Given the reactants Cl.Cl.[CH3:3][O:4][C:5](=[O:29])[CH2:6][CH2:7][C:8]1[CH:13]=[CH:12][C:11]([O:14][C:15]2[CH:20]=[CH:19][C:18]([CH2:21][CH:22]([NH2:28])[C:23](=[O:27])[N:24]([CH3:26])[CH3:25])=[CH:17][CH:16]=2)=[CH:10][CH:9]=1.CCN(C(C)C)C(C)C.[C:39]1([CH3:49])[CH:44]=[CH:43][C:42]([S:45](Cl)(=[O:47])=[O:46])=[CH:41][CH:40]=1, predict the reaction product. The product is: [CH3:3][O:4][C:5](=[O:29])[CH2:6][CH2:7][C:8]1[CH:13]=[CH:12][C:11]([O:14][C:15]2[CH:20]=[CH:19][C:18]([CH2:21][CH:22]([C:23](=[O:27])[N:24]([CH3:25])[CH3:26])[NH:28][S:45]([C:42]3[CH:43]=[CH:44][C:39]([CH3:49])=[CH:40][CH:41]=3)(=[O:47])=[O:46])=[CH:17][CH:16]=2)=[CH:10][CH:9]=1. (3) Given the reactants [C:1]([O:5][C:6]([N:8]1[CH2:13][CH2:12][CH2:11][C@@H:10]([N:14]2[CH2:20][CH:19]=[CH:18][CH2:17][C@@H:16]([NH:21][C:22]3[CH:27]=[C:26]([F:28])[CH:25]=[C:24]([Cl:29])[CH:23]=3)[C:15]2=[O:30])[CH2:9]1)=[O:7])([CH3:4])([CH3:3])[CH3:2].C(=O)([O-])[O-:32].[K+].[K+].CS(N)(=O)=O.C(O)(C)(C)C.[OH2:47].S(=O)(=O)(O)[O-].[Na+], predict the reaction product. The product is: [Cl:29][C:24]1[CH:23]=[C:22]([NH:21][C@@H:16]2[CH2:17][CH:18]([OH:47])[CH:19]([OH:32])[CH2:20][N:14]([C@@H:10]3[CH2:11][CH2:12][CH2:13][N:8]([C:6]([O:5][C:1]([CH3:4])([CH3:2])[CH3:3])=[O:7])[CH2:9]3)[C:15]2=[O:30])[CH:27]=[C:26]([F:28])[CH:25]=1. (4) Given the reactants [I:1][C:2]1[CH:10]=[CH:9][C:5]([C:6](O)=[O:7])=[C:4]([N+:11]([O-:13])=[O:12])[CH:3]=1.S(Cl)([Cl:16])=O, predict the reaction product. The product is: [I:1][C:2]1[CH:10]=[CH:9][C:5]([C:6]([Cl:16])=[O:7])=[C:4]([N+:11]([O-:13])=[O:12])[CH:3]=1. (5) Given the reactants [I:1][C:2]1[CH:3]=[C:4](/[CH:11]=[CH:12]\[C:13]2[CH:18]=[CH:17][C:16]([O:19][CH3:20])=[C:15](O)[CH:14]=2)[CH:5]=[C:6]([I:10])[C:7]=1[O:8][CH3:9].[C:22](OC(=O)C)(=[O:24])[CH3:23], predict the reaction product. The product is: [I:1][C:2]1[CH:3]=[C:4](/[CH:11]=[CH:12]\[C:13]2[CH:18]=[CH:17][C:16]([O:19][CH3:20])=[C:15]([C:22](=[O:24])[CH3:23])[CH:14]=2)[CH:5]=[C:6]([I:10])[C:7]=1[O:8][CH3:9]. (6) Given the reactants [CH2:1]([O:5][C:6]1[CH:11]=[CH:10][C:9]([S:12]([N:15]2[CH2:18][CH:17](OS(C3C=CC(OCCCC)=CC=3)(=O)=O)[CH2:16]2)(=[O:14])=[O:13])=[CH:8][CH:7]=1)[CH2:2][CH2:3][CH3:4].[CH2:34]([NH2:41])[C:35]1[CH:40]=[CH:39][CH:38]=[CH:37][CH:36]=1, predict the reaction product. The product is: [CH2:34]([NH:41][CH:17]1[CH2:16][N:15]([S:12]([C:9]2[CH:8]=[CH:7][C:6]([O:5][CH2:1][CH2:2][CH2:3][CH3:4])=[CH:11][CH:10]=2)(=[O:13])=[O:14])[CH2:18]1)[C:35]1[CH:40]=[CH:39][CH:38]=[CH:37][CH:36]=1. (7) Given the reactants [Cl:1][C:2]1[CH:18]=[CH:17][C:5]([CH2:6][O:7][CH2:8][C:9]2[O:13][N:12]=[C:11]([C:14]([OH:16])=O)[CH:10]=2)=[CH:4][C:3]=1[F:19].Cl.[O:21]1[CH2:25][CH2:24][CH:23]([CH2:26][NH2:27])[CH2:22]1.C(N(CC)CC)C.ON1C2C=CC=CC=2N=N1.Cl.C(N=C=NCCCN(C)C)C, predict the reaction product. The product is: [O:21]1[CH2:25][CH2:24][CH:23]([CH2:26][NH:27][C:14]([C:11]2[CH:10]=[C:9]([CH2:8][O:7][CH2:6][C:5]3[CH:17]=[CH:18][C:2]([Cl:1])=[C:3]([F:19])[CH:4]=3)[O:13][N:12]=2)=[O:16])[CH2:22]1.